Task: Predict the reaction yield, written as a fraction of the theoretical maximum amount of product (1.0 means a 100% yield; for example, 0.34 means a 34% yield).. Dataset: Reaction yield outcomes from USPTO patents with 853,638 reactions (1) The reactants are Cl.C[O:3][C:4](=[O:39])[C:5]1[CH:10]=[CH:9][C:8]([CH2:11][O:12][C:13]2[CH:18]=[CH:17][C:16]([CH2:19][C@H:20]([NH2:38])[C:21]3[N:22]([CH2:34][CH2:35][CH2:36][CH3:37])[CH:23]=[C:24]([C:26]4[CH:31]=[CH:30][C:29]([Cl:32])=[CH:28][C:27]=4[Cl:33])[N:25]=3)=[CH:15][CH:14]=2)=[CH:7][CH:6]=1.[N:40]1[CH:45]=[CH:44][CH:43]=[C:42]([C:46](O)=[O:47])[CH:41]=1. No catalyst specified. The product is [CH2:34]([N:22]1[CH:23]=[C:24]([C:26]2[CH:31]=[CH:30][C:29]([Cl:32])=[CH:28][C:27]=2[Cl:33])[N:25]=[C:21]1[C@@H:20]([NH:38][C:46]([C:42]1[CH:41]=[N:40][CH:45]=[CH:44][CH:43]=1)=[O:47])[CH2:19][C:16]1[CH:15]=[CH:14][C:13]([O:12][CH2:11][C:8]2[CH:9]=[CH:10][C:5]([C:4]([OH:3])=[O:39])=[CH:6][CH:7]=2)=[CH:18][CH:17]=1)[CH2:35][CH2:36][CH3:37]. The yield is 0.620. (2) The reactants are CC(C)([O-])C.[K+].[CH3:7][CH2:8][CH2:9][CH:10](P(OCC)(OCC)=O)[C:11]([O:13][CH2:14][CH3:15])=[O:12].[Si]([O:31][CH2:32][CH:33]1[CH2:38][CH2:37][CH2:36][N:35]([C:39]2[CH:46]=[CH:45][CH:44]=[CH:43][C:40]=2[CH:41]=O)[CH2:34]1)(C(C)(C)C)(C)C.Cl.[H][H].[F-].C([N+](CCCC)(CCCC)CCCC)CCC. The catalyst is O1CCCC1.CO.[Pd].O. The product is [OH:31][CH2:32][CH:33]1[CH2:38][CH2:37][CH2:36][N:35]([C:39]2[CH:46]=[CH:45][CH:44]=[CH:43][C:40]=2[CH2:41][CH:10]([CH2:9][CH2:8][CH3:7])[C:11]([O:13][CH2:14][CH3:15])=[O:12])[CH2:34]1. The yield is 0.480. (3) The reactants are [CH3:1]N(C=O)C.[CH:6]1([C:11]2([CH3:27])[NH:15][C:14](=[O:16])[N:13]([CH2:17][C:18](=[O:25])[C:19]3[CH:24]=[CH:23][CH:22]=[CH:21][CH:20]=3)[C:12]2=[O:26])[CH2:10][CH2:9][CH2:8][CH2:7]1.C([O-])([O-])=O.[K+].[K+].CI. The catalyst is O. The product is [CH:6]1([C:11]2([CH3:27])[N:15]([CH3:1])[C:14](=[O:16])[N:13]([CH2:17][C:18](=[O:25])[C:19]3[CH:20]=[CH:21][CH:22]=[CH:23][CH:24]=3)[C:12]2=[O:26])[CH2:10][CH2:9][CH2:8][CH2:7]1. The yield is 0.360. (4) The reactants are [CH:1]1([C:9]2[CH:14]=[C:13]([CH2:15]O)[CH:12]=[CH:11][C:10]=2[C:17]2[CH:22]=[C:21]([O:23][CH3:24])[CH:20]=[CH:19][C:18]=2[F:25])[CH2:8][CH2:7][CH2:6][CH2:5][CH2:4][CH2:3][CH2:2]1.S(Cl)([Cl:28])=O. The catalyst is C(Cl)Cl.CN(C=O)C. The product is [Cl:28][CH2:15][C:13]1[CH:12]=[CH:11][C:10]([C:17]2[CH:22]=[C:21]([O:23][CH3:24])[CH:20]=[CH:19][C:18]=2[F:25])=[C:9]([CH:1]2[CH2:2][CH2:3][CH2:4][CH2:5][CH2:6][CH2:7][CH2:8]2)[CH:14]=1. The yield is 0.950.